Dataset: NCI-60 drug combinations with 297,098 pairs across 59 cell lines. Task: Regression. Given two drug SMILES strings and cell line genomic features, predict the synergy score measuring deviation from expected non-interaction effect. (1) Synergy scores: CSS=4.65, Synergy_ZIP=-0.143, Synergy_Bliss=4.28, Synergy_Loewe=3.63, Synergy_HSA=3.09. Cell line: OVCAR3. Drug 1: C1CC(=O)NC(=O)C1N2CC3=C(C2=O)C=CC=C3N. Drug 2: C1CN(P(=O)(OC1)NCCCl)CCCl. (2) Drug 1: COC1=CC(=CC(=C1O)OC)C2C3C(COC3=O)C(C4=CC5=C(C=C24)OCO5)OC6C(C(C7C(O6)COC(O7)C8=CC=CS8)O)O. Cell line: HCT-15. Synergy scores: CSS=62.7, Synergy_ZIP=7.38, Synergy_Bliss=7.70, Synergy_Loewe=7.30, Synergy_HSA=10.5. Drug 2: CC1=C(N=C(N=C1N)C(CC(=O)N)NCC(C(=O)N)N)C(=O)NC(C(C2=CN=CN2)OC3C(C(C(C(O3)CO)O)O)OC4C(C(C(C(O4)CO)O)OC(=O)N)O)C(=O)NC(C)C(C(C)C(=O)NC(C(C)O)C(=O)NCCC5=NC(=CS5)C6=NC(=CS6)C(=O)NCCC[S+](C)C)O. (3) Drug 1: CC1=C(C=C(C=C1)C(=O)NC2=CC(=CC(=C2)C(F)(F)F)N3C=C(N=C3)C)NC4=NC=CC(=N4)C5=CN=CC=C5. Drug 2: CCN(CC)CCNC(=O)C1=C(NC(=C1C)C=C2C3=C(C=CC(=C3)F)NC2=O)C. Cell line: CCRF-CEM. Synergy scores: CSS=-7.23, Synergy_ZIP=6.48, Synergy_Bliss=3.71, Synergy_Loewe=-6.90, Synergy_HSA=-7.59.